The task is: Predict the reactants needed to synthesize the given product.. This data is from Full USPTO retrosynthesis dataset with 1.9M reactions from patents (1976-2016). (1) Given the product [CH3:11][O:12][C:13]1[CH:14]=[CH:15][C:16]([S:19]([N:4]2[CH2:5][CH2:6][O:1][C:2]3[CH:10]=[CH:9][N:8]=[CH:7][C:3]2=3)(=[O:21])=[O:20])=[CH:17][CH:18]=1, predict the reactants needed to synthesize it. The reactants are: [O:1]1[CH2:6][CH2:5][NH:4][C:3]2[CH:7]=[N:8][CH:9]=[CH:10][C:2]1=2.[CH3:11][O:12][C:13]1[CH:18]=[CH:17][C:16]([S:19](Cl)(=[O:21])=[O:20])=[CH:15][CH:14]=1.C(N(CC)CC)C.Cl. (2) Given the product [C:34]([O:33][C:31]([N:8]1[CH2:9][C@@H:10]([CH2:11][C@H:12]([CH2:16][C:17]2[CH:22]=[CH:21][C:20]([O:23][CH3:24])=[C:19]([O:25][CH2:26][CH2:27][CH2:28][O:29][CH3:30])[CH:18]=2)[CH:13]([CH3:14])[CH3:15])[C@H:6]([CH2:4][OH:3])[CH2:7]1)=[O:32])([CH3:37])([CH3:35])[CH3:36], predict the reactants needed to synthesize it. The reactants are: C([O:3][C:4]([C@H:6]1[C@H:10]([CH2:11][C@H:12]([CH2:16][C:17]2[CH:22]=[CH:21][C:20]([O:23][CH3:24])=[C:19]([O:25][CH2:26][CH2:27][CH2:28][O:29][CH3:30])[CH:18]=2)[CH:13]([CH3:15])[CH3:14])[CH2:9][N:8]([C:31]([O:33][C:34]([CH3:37])([CH3:36])[CH3:35])=[O:32])[CH2:7]1)=O)C.[Li+].[BH4-].[OH-].[Na+]. (3) Given the product [CH2:1]([N:8]1[C:12]2[CH:13]=[CH:14][C:15]3[N:16]([C:17]([CH3:20])=[N:18][N:19]=3)[C:11]=2[CH:10]=[C:9]1[C:21]([NH:27][CH2:24][CH3:25])=[O:22])[C:2]1[CH:3]=[CH:4][CH:5]=[CH:6][CH:7]=1, predict the reactants needed to synthesize it. The reactants are: [CH2:1]([N:8]1[C:12]2[CH:13]=[CH:14][C:15]3[N:16]([C:17]([CH3:20])=[N:18][N:19]=3)[C:11]=2[CH:10]=[C:9]1[C:21](O)=[O:22])[C:2]1[CH:7]=[CH:6][CH:5]=[CH:4][CH:3]=1.[CH:24]([N:27](CC)C(C)C)(C)[CH3:25].F[P-](F)(F)(F)(F)F.C[N+](C)=C(N(C)C)ON1C2N=CC=CC=2N=N1.C(N)C. (4) Given the product [N:14]1([CH2:2][CH2:3][C:4]2[C:12]3[C:7](=[CH:8][CH:9]=[C:10]([F:13])[CH:11]=3)[NH:6][CH:5]=2)[CH:18]=[CH:17][CH:16]=[N:15]1, predict the reactants needed to synthesize it. The reactants are: Br[CH2:2][CH2:3][C:4]1[C:12]2[C:7](=[CH:8][CH:9]=[C:10]([F:13])[CH:11]=2)[NH:6][CH:5]=1.[NH:14]1[CH:18]=[CH:17][CH:16]=[N:15]1.C(N(C(C)C)C(C)C)C. (5) Given the product [C:1]([N:5]1[CH:9]=[C:8]([C:10]2[CH:11]=[C:12]([O:20][C@@H:26]([C@H:28]3[CH2:29][N:30]([C@@H:34]([C:36]4[CH:37]=[CH:38][C:39]([O:42][CH3:43])=[CH:40][CH:41]=4)[CH3:35])[C:31](=[O:33])[CH2:32]3)[CH3:27])[C:13]3[N:14]([N:16]=[C:17]([CH3:19])[CH:18]=3)[CH:15]=2)[CH:7]=[N:6]1)([CH3:4])([CH3:3])[CH3:2], predict the reactants needed to synthesize it. The reactants are: [C:1]([N:5]1[CH:9]=[C:8]([C:10]2[CH:11]=[C:12]([OH:20])[C:13]3[N:14]([N:16]=[C:17]([CH3:19])[CH:18]=3)[CH:15]=2)[CH:7]=[N:6]1)([CH3:4])([CH3:3])[CH3:2].CS(O[C@H:26]([C@@H:28]1[CH2:32][C:31](=[O:33])[N:30]([C@@H:34]([C:36]2[CH:41]=[CH:40][C:39]([O:42][CH3:43])=[CH:38][CH:37]=2)[CH3:35])[CH2:29]1)[CH3:27])(=O)=O.C[Si]([N-][Si](C)(C)C)(C)C.[Na+]. (6) Given the product [Cl:12][CH2:8][C:5]1[CH:4]=[N:3][C:2]([CH3:1])=[N:7][CH:6]=1, predict the reactants needed to synthesize it. The reactants are: [CH3:1][C:2]1[N:7]=[CH:6][C:5]([CH2:8]O)=[CH:4][N:3]=1.S(Cl)([Cl:12])=O. (7) Given the product [C:1]([C:3]1[CH:4]=[CH:5][C:6]([C:7]([NH:9][C:10]2[N:14]([CH2:15][CH2:16][O:17][CH3:18])[C:13]3[CH:19]=[CH:20][C:21]([CH:23]=[O:24])=[CH:22][C:12]=3[N:11]=2)=[O:8])=[CH:25][CH:26]=1)#[N:2], predict the reactants needed to synthesize it. The reactants are: [C:1]([C:3]1[CH:26]=[CH:25][C:6]([C:7]([NH:9][C:10]2[N:14]([CH2:15][CH2:16][O:17][CH3:18])[C:13]3[CH:19]=[CH:20][C:21]([CH2:23][OH:24])=[CH:22][C:12]=3[N:11]=2)=[O:8])=[CH:5][CH:4]=1)#[N:2]. (8) The reactants are: [CH:1]1([C:4]2[C:12]([N:13]([CH2:18][CH2:19][CH2:20][N:21]3C(=O)C4C(=CC=CC=4)C3=O)[S:14]([CH3:17])(=[O:16])=[O:15])=[CH:11][C:10]3[C:6](=[C:7]([C:46]([NH:48][CH3:49])=[O:47])[N:8]([C:32]4[CH:37]=[CH:36][C:35]([NH:38][C:39]5[CH:44]=[CH:43][C:42]([F:45])=[CH:41][CH:40]=5)=[CH:34][CH:33]=4)[N:9]=3)[CH:5]=2)[CH2:3][CH2:2]1.NCCN(S(C)(=O)=O)C1C(C2CC2)=CC2C(C=1)=NN(C1C=CC(Br)=CC=1)C=2C(NC)=O. Given the product [NH2:21][CH2:20][CH2:19][CH2:18][N:13]([S:14]([CH3:17])(=[O:15])=[O:16])[C:12]1[C:4]([CH:1]2[CH2:3][CH2:2]2)=[CH:5][C:6]2[C:10]([CH:11]=1)=[N:9][N:8]([C:32]1[CH:33]=[CH:34][C:35]([NH:38][C:39]3[CH:44]=[CH:43][C:42]([F:45])=[CH:41][CH:40]=3)=[CH:36][CH:37]=1)[C:7]=2[C:46]([NH:48][CH3:49])=[O:47], predict the reactants needed to synthesize it. (9) Given the product [CH2:1]([N:8]([C:9]1[CH:17]=[CH:16][C:12]([C:13](=[O:14])[NH2:46])=[CH:11][CH:10]=1)[CH:18]1[CH2:23][CH2:22][N:21]([CH:24]([CH3:44])[CH2:25][CH2:26][NH:27][C:28](=[O:43])[C:29]2[C:34]([CH3:35])=[CH:33][C:32]([C:36]3[CH:37]=[CH:38][N:39]=[CH:40][CH:41]=3)=[CH:31][C:30]=2[CH3:42])[CH2:20][CH2:19]1)[C:2]1[CH:7]=[CH:6][CH:5]=[CH:4][CH:3]=1, predict the reactants needed to synthesize it. The reactants are: [CH2:1]([N:8]([CH:18]1[CH2:23][CH2:22][N:21]([CH:24]([CH3:44])[CH2:25][CH2:26][NH:27][C:28](=[O:43])[C:29]2[C:34]([CH3:35])=[CH:33][C:32]([C:36]3[CH:41]=[CH:40][N:39]=[CH:38][CH:37]=3)=[CH:31][C:30]=2[CH3:42])[CH2:20][CH2:19]1)[C:9]1[CH:17]=[CH:16][C:12]([C:13](O)=[O:14])=[CH:11][CH:10]=1)[C:2]1[CH:7]=[CH:6][CH:5]=[CH:4][CH:3]=1.[Cl-].[NH4+:46]. (10) Given the product [CH2:17]([NH:1][C:2]1[CH:7]=[CH:6][N:5]2[CH:8]=[C:9]([CH3:11])[N:10]=[C:4]2[C:3]=1[I:12])[CH:16]=[CH2:15], predict the reactants needed to synthesize it. The reactants are: [NH2:1][C:2]1[CH:7]=[CH:6][N:5]2[CH:8]=[C:9]([CH3:11])[N:10]=[C:4]2[C:3]=1[I:12].[H-].[Na+].[CH2:15](Br)[CH:16]=[CH2:17].